Dataset: Forward reaction prediction with 1.9M reactions from USPTO patents (1976-2016). Task: Predict the product of the given reaction. (1) Given the reactants [N+:1]([C:4]1[CH:16]=[CH:15][C:7]([O:8][CH:9]2[CH2:14][CH2:13][NH:12][CH2:11][CH2:10]2)=[CH:6][CH:5]=1)([O-:3])=[O:2].C(N(CC)CC)C.[CH3:24][S:25](Cl)(=[O:27])=[O:26], predict the reaction product. The product is: [CH3:24][S:25]([N:12]1[CH2:11][CH2:10][CH:9]([O:8][C:7]2[CH:15]=[CH:16][C:4]([N+:1]([O-:3])=[O:2])=[CH:5][CH:6]=2)[CH2:14][CH2:13]1)(=[O:27])=[O:26]. (2) The product is: [C:46]([C:42]1[CH:43]=[C:44]2[C:39](=[CH:40][CH:41]=1)[C:38](=[O:50])[N:37]([C:23]1[CH:24]=[CH:25][CH:26]=[C:27]([C:2]3[CH:3]=[C:4]([NH:10][C:11]4[CH:16]=[CH:15][CH:14]=[CH:13][N:12]=4)[C:5](=[O:9])[N:6]([CH3:8])[N:7]=3)[C:22]=1[CH2:21][OH:20])[CH2:45]2)([CH3:49])([CH3:47])[CH3:48]. Given the reactants Cl[C:2]1[CH:3]=[C:4]([NH:10][C:11]2[CH:16]=[CH:15][CH:14]=[CH:13][N:12]=2)[C:5](=[O:9])[N:6]([CH3:8])[N:7]=1.C([O:20][CH2:21][C:22]1[C:27](B2OC(C)(C)C(C)(C)O2)=[CH:26][CH:25]=[CH:24][C:23]=1[N:37]1[CH2:45][C:44]2[C:39](=[CH:40][CH:41]=[C:42]([C:46]([CH3:49])([CH3:48])[CH3:47])[CH:43]=2)[C:38]1=[O:50])(=O)C.C(=O)([O-])[O-].[Na+].[Na+].O.[OH-].[Li+], predict the reaction product. (3) Given the reactants [Cl:1][C:2]1[C:3]([F:17])=[C:4]([C:9]2[CH:14]=[C:13]([O:15]C)[N:12]=[CH:11][N:10]=2)[C:5]([I:8])=[CH:6][CH:7]=1.[Si](I)(C)(C)C.[O-]S([O-])(=S)=O.[Na+].[Na+].C([O-])(O)=O.[Na+], predict the reaction product. The product is: [Cl:1][C:2]1[C:3]([F:17])=[C:4]([C:9]2[N:10]=[CH:11][N:12]=[C:13]([OH:15])[CH:14]=2)[C:5]([I:8])=[CH:6][CH:7]=1. (4) Given the reactants [Cl:1][C:2]1[N:3]=[C:4](Cl)[C:5]2[CH:10]=[CH:9][N:8]([CH2:11][O:12][CH2:13][CH2:14][Si:15]([CH3:18])([CH3:17])[CH3:16])[C:6]=2[N:7]=1.[C:20]([O:24][C:25](=[O:34])[NH:26][C:27]1[CH:32]=[CH:31][CH:30]=[C:29]([OH:33])[CH:28]=1)([CH3:23])([CH3:22])[CH3:21].C([O-])([O-])=O.[K+].[K+].CCOC(C)=O, predict the reaction product. The product is: [Cl:1][C:2]1[N:3]=[C:4]([O:33][C:29]2[CH:28]=[C:27]([NH:26][C:25](=[O:34])[O:24][C:20]([CH3:22])([CH3:21])[CH3:23])[CH:32]=[CH:31][CH:30]=2)[C:5]2[CH:10]=[CH:9][N:8]([CH2:11][O:12][CH2:13][CH2:14][Si:15]([CH3:18])([CH3:17])[CH3:16])[C:6]=2[N:7]=1. (5) Given the reactants [Br:1][C:2]1[CH:3]=[C:4]2[N:10]=[C:9]([C:11]3[CH:16]=[CH:15][C:14]([O:17][CH2:18][CH:19]4[CH2:21][O:20]4)=[CH:13][CH:12]=3)[NH:8][C:5]2=[N:6][CH:7]=1.[NH:22]1[CH2:27][CH2:26][CH2:25][CH2:24][CH2:23]1, predict the reaction product. The product is: [Br:1][C:2]1[CH:3]=[C:4]2[N:10]=[C:9]([C:11]3[CH:16]=[CH:15][C:14]([O:17][CH2:18][CH:19]([OH:20])[CH2:21][N:22]4[CH2:27][CH2:26][CH2:25][CH2:24][CH2:23]4)=[CH:13][CH:12]=3)[NH:8][C:5]2=[N:6][CH:7]=1. (6) Given the reactants [CH3:1][C:2]1[CH:7]=[C:6]([CH3:8])[N:5]=[C:4]([N:9]2[CH2:14][CH2:13][O:12][CH2:11][CH2:10]2)[N:3]=1.[I:15]N1C(=O)CCC1=O.C(#N)C.S([O-])([O-])(=O)=S.[Na+].[Na+], predict the reaction product. The product is: [I:15][C:7]1[C:2]([CH3:1])=[N:3][C:4]([N:9]2[CH2:10][CH2:11][O:12][CH2:13][CH2:14]2)=[N:5][C:6]=1[CH3:8].